This data is from NCI-60 drug combinations with 297,098 pairs across 59 cell lines. The task is: Regression. Given two drug SMILES strings and cell line genomic features, predict the synergy score measuring deviation from expected non-interaction effect. (1) Drug 1: C1=CC(=CC=C1CCC2=CNC3=C2C(=O)NC(=N3)N)C(=O)NC(CCC(=O)O)C(=O)O. Drug 2: CC1C(C(CC(O1)OC2CC(CC3=C2C(=C4C(=C3O)C(=O)C5=C(C4=O)C(=CC=C5)OC)O)(C(=O)CO)O)N)O.Cl. Cell line: 786-0. Synergy scores: CSS=55.9, Synergy_ZIP=-2.72, Synergy_Bliss=-2.88, Synergy_Loewe=2.57, Synergy_HSA=4.87. (2) Drug 1: C1=CC=C(C(=C1)C(C2=CC=C(C=C2)Cl)C(Cl)Cl)Cl. Drug 2: COC1=NC(=NC2=C1N=CN2C3C(C(C(O3)CO)O)O)N. Cell line: OVCAR-5. Synergy scores: CSS=0.570, Synergy_ZIP=0.317, Synergy_Bliss=0.235, Synergy_Loewe=1.05, Synergy_HSA=-1.70. (3) Drug 1: CC=C1C(=O)NC(C(=O)OC2CC(=O)NC(C(=O)NC(CSSCCC=C2)C(=O)N1)C(C)C)C(C)C. Drug 2: C(=O)(N)NO. Cell line: SK-MEL-28. Synergy scores: CSS=52.8, Synergy_ZIP=1.32, Synergy_Bliss=2.61, Synergy_Loewe=-66.9, Synergy_HSA=1.06. (4) Drug 1: C1=CN(C(=O)N=C1N)C2C(C(C(O2)CO)O)O.Cl. Drug 2: CC1=C(C(=O)C2=C(C1=O)N3CC4C(C3(C2COC(=O)N)OC)N4)N. Cell line: NCIH23. Synergy scores: CSS=52.6, Synergy_ZIP=-5.13, Synergy_Bliss=-5.88, Synergy_Loewe=-7.68, Synergy_HSA=-0.406. (5) Drug 1: CC12CCC3C(C1CCC2=O)CC(=C)C4=CC(=O)C=CC34C. Drug 2: CS(=O)(=O)OCCCCOS(=O)(=O)C. Cell line: SK-MEL-2. Synergy scores: CSS=35.4, Synergy_ZIP=1.61, Synergy_Bliss=3.91, Synergy_Loewe=-6.98, Synergy_HSA=1.03. (6) Cell line: NCI/ADR-RES. Synergy scores: CSS=7.84, Synergy_ZIP=-1.95, Synergy_Bliss=-2.25, Synergy_Loewe=-16.8, Synergy_HSA=-6.06. Drug 2: CN(CC1=CN=C2C(=N1)C(=NC(=N2)N)N)C3=CC=C(C=C3)C(=O)NC(CCC(=O)O)C(=O)O. Drug 1: CC1OCC2C(O1)C(C(C(O2)OC3C4COC(=O)C4C(C5=CC6=C(C=C35)OCO6)C7=CC(=C(C(=C7)OC)O)OC)O)O. (7) Drug 1: C1C(C(OC1N2C=NC3=C2NC=NCC3O)CO)O. Drug 2: CC12CCC3C(C1CCC2OP(=O)(O)O)CCC4=C3C=CC(=C4)OC(=O)N(CCCl)CCCl.[Na+]. Cell line: ACHN. Synergy scores: CSS=10.7, Synergy_ZIP=-3.45, Synergy_Bliss=1.87, Synergy_Loewe=-0.856, Synergy_HSA=0.129. (8) Drug 2: CC(C)NC(=O)C1=CC=C(C=C1)CNNC.Cl. Cell line: NCI/ADR-RES. Synergy scores: CSS=19.7, Synergy_ZIP=-2.83, Synergy_Bliss=-1.39, Synergy_Loewe=-25.1, Synergy_HSA=-2.76. Drug 1: CN(CC1=CN=C2C(=N1)C(=NC(=N2)N)N)C3=CC=C(C=C3)C(=O)NC(CCC(=O)O)C(=O)O. (9) Cell line: UO-31. Drug 1: COC1=NC(=NC2=C1N=CN2C3C(C(C(O3)CO)O)O)N. Synergy scores: CSS=-2.14, Synergy_ZIP=0.940, Synergy_Bliss=-0.00555, Synergy_Loewe=-2.68, Synergy_HSA=-4.30. Drug 2: CC1=C2C(C(=O)C3(C(CC4C(C3C(C(C2(C)C)(CC1OC(=O)C(C(C5=CC=CC=C5)NC(=O)OC(C)(C)C)O)O)OC(=O)C6=CC=CC=C6)(CO4)OC(=O)C)O)C)O.